From a dataset of Reaction yield outcomes from USPTO patents with 853,638 reactions. Predict the reaction yield, written as a fraction of the theoretical maximum amount of product (1.0 means a 100% yield; for example, 0.34 means a 34% yield). (1) The reactants are ClC(Cl)(Cl)C[O:4][C:5](=[O:35])[C:6]1[CH:11]=[CH:10][CH:9]=[CH:8][C:7]=1[CH2:12][S:13][C:14]1[CH:19]=[CH:18][CH:17]=[C:16]([CH2:20][C:21]([O:23][CH2:24][C:25]2[CH:30]=[CH:29][C:28]([C:31]([F:34])([F:33])[F:32])=[CH:27][CH:26]=2)=[O:22])[CH:15]=1.CC(O)=O. The catalyst is C(Cl)Cl.[Zn]. The product is [F:34][C:31]([F:32])([F:33])[C:28]1[CH:29]=[CH:30][C:25]([CH2:24][O:23][C:21]([CH2:20][C:16]2[CH:15]=[C:14]([S:13][CH2:12][C:7]3[CH:8]=[CH:9][CH:10]=[CH:11][C:6]=3[C:5]([OH:35])=[O:4])[CH:19]=[CH:18][CH:17]=2)=[O:22])=[CH:26][CH:27]=1. The yield is 0.700. (2) The reactants are [CH2:1]([CH:8]1[CH2:12][O:11][C:10](=[O:13])[N:9]1[C:14](=[O:44])[CH:15]([C:20]1[CH:21]=[C:22]([C:34]2[CH:39]=[CH:38][C:37]([C:40]([F:43])([F:42])[F:41])=[CH:36][CH:35]=2)[CH:23]=[C:24]([O:26]CC2C=CC=CC=2)[CH:25]=1)[CH2:16][C:17]([CH3:19])=[CH2:18])[C:2]1[CH:7]=[CH:6][CH:5]=[CH:4][CH:3]=1. The catalyst is CO.[Pd]. The product is [CH2:1]([CH:8]1[CH2:12][O:11][C:10](=[O:13])[N:9]1[C:14](=[O:44])[CH:15]([C:20]1[CH:21]=[C:22]([C:34]2[CH:35]=[CH:36][C:37]([C:40]([F:42])([F:41])[F:43])=[CH:38][CH:39]=2)[CH:23]=[C:24]([OH:26])[CH:25]=1)[CH2:16][CH:17]([CH3:19])[CH3:18])[C:2]1[CH:7]=[CH:6][CH:5]=[CH:4][CH:3]=1. The yield is 0.930. (3) The reactants are [Cl:1][C:2]1[CH:7]=[CH:6][CH:5]=[CH:4][C:3]=1[CH:8]=O.[CH3:10][CH2:11]C(=O)CC.B(F)(F)F.CCOCC.O. The catalyst is CCCCCC. The product is [Cl:1][C:2]1[CH:7]=[CH:6][CH:5]=[CH:4][C:3]=1/[CH:8]=[CH:10]/[CH3:11]. The yield is 0.580. (4) The reactants are Br[C:2]1[CH:7]=[CH:6][C:5]([C:8]2[N:9]([CH2:17][C@@H:18]3[CH2:22][CH2:21][N:20]([C:23]([CH:25]4[CH2:27][CH2:26]4)=[O:24])[CH2:19]3)[C:10]3[C:11]([N:16]=2)=[N:12][CH:13]=[CH:14][CH:15]=3)=[CH:4][CH:3]=1.CC1(C)C(C)(C)OB([C:36]2[CH:37]=[C:38]3[C:42](=[CH:43][CH:44]=2)[NH:41][CH:40]=[CH:39]3)O1.C(=O)([O-])[O-].[K+].[K+]. The catalyst is O1CCOCC1.C1C=CC(P(C2C=CC=CC=2)[C-]2C=CC=C2)=CC=1.C1C=CC(P(C2C=CC=CC=2)[C-]2C=CC=C2)=CC=1.Cl[Pd]Cl.[Fe+2].ClCCl. The product is [CH:25]1([C:23]([N:20]2[CH2:21][CH2:22][C@@H:18]([CH2:17][N:9]3[C:10]4[C:11](=[N:12][CH:13]=[CH:14][CH:15]=4)[N:16]=[C:8]3[C:5]3[CH:6]=[CH:7][C:2]([C:36]4[CH:37]=[C:38]5[C:42](=[CH:43][CH:44]=4)[NH:41][CH:40]=[CH:39]5)=[CH:3][CH:4]=3)[CH2:19]2)=[O:24])[CH2:27][CH2:26]1. The yield is 0.310. (5) The reactants are [OH:1][CH2:2][CH2:3][N:4]([CH:22]([CH3:24])[CH3:23])[C:5]([C:7]1[S:8][C:9]2[CH2:10][CH2:11][O:12][C:13]3[CH:20]=[CH:19][C:18](Br)=[CH:17][C:14]=3[C:15]=2[N:16]=1)=[O:6].O1CCCCC1[O:31][CH2:32][CH2:33][N:34]1[CH:38]=[C:37](B2OC(C)(C)C(C)(C)O2)[CH:36]=[N:35]1.C([O-])(=O)C.[K+].Cl. The catalyst is O.C1C=CC([P]([Pd]([P](C2C=CC=CC=2)(C2C=CC=CC=2)C2C=CC=CC=2)([P](C2C=CC=CC=2)(C2C=CC=CC=2)C2C=CC=CC=2)[P](C2C=CC=CC=2)(C2C=CC=CC=2)C2C=CC=CC=2)(C2C=CC=CC=2)C2C=CC=CC=2)=CC=1.C(#N)C. The product is [OH:1][CH2:2][CH2:3][N:4]([CH:22]([CH3:24])[CH3:23])[C:5]([C:7]1[S:8][C:9]2[CH2:10][CH2:11][O:12][C:13]3[CH:20]=[CH:19][C:18]([C:37]4[CH:36]=[N:35][N:34]([CH2:33][CH2:32][OH:31])[CH:38]=4)=[CH:17][C:14]=3[C:15]=2[N:16]=1)=[O:6]. The yield is 0.0600. (6) The reactants are [F:1][C:2]1[CH:3]=[C:4]([C@@H:10]([NH:12][C:13](=[O:19])[O:14][C:15]([CH3:18])([CH3:17])[CH3:16])[CH3:11])[CH:5]=[CH:6][C:7]=1[CH:8]=O.Cl.Cl.[CH3:22][N:23]1[CH2:28][CH2:27][NH:26][CH2:25][C:24]1([CH3:30])[CH3:29].C(O[BH-](OC(=O)C)OC(=O)C)(=O)C.[Na+].CO.C(Cl)Cl. The catalyst is C1COCC1. The product is [F:1][C:2]1[CH:3]=[C:4]([C@@H:10]([NH:12][C:13](=[O:19])[O:14][C:15]([CH3:18])([CH3:17])[CH3:16])[CH3:11])[CH:5]=[CH:6][C:7]=1[CH2:8][N:26]1[CH2:27][CH2:28][N:23]([CH3:22])[C:24]([CH3:30])([CH3:29])[CH2:25]1. The yield is 0.490. (7) The reactants are Cl[C:2]1[N:7]=[C:6]([N:8]2[CH2:13][CH2:12][O:11][CH2:10][CH2:9]2)[N:5]=[C:4]([N:14]2[C:18]3[CH:19]=[CH:20][CH:21]=[C:22]([O:23][CH3:24])[C:17]=3[N:16]=[C:15]2[CH:25]([F:27])[F:26])[N:3]=1.[NH2:28][C@@H:29]1[CH2:33][CH2:32][N:31]([C:34]([O:36][C:37]([CH3:40])([CH3:39])[CH3:38])=[O:35])[CH2:30]1. No catalyst specified. The product is [F:26][CH:25]([F:27])[C:15]1[N:14]([C:4]2[N:5]=[C:6]([N:8]3[CH2:13][CH2:12][O:11][CH2:10][CH2:9]3)[N:7]=[C:2]([NH:28][C@@H:29]3[CH2:33][CH2:32][N:31]([C:34]([O:36][C:37]([CH3:40])([CH3:39])[CH3:38])=[O:35])[CH2:30]3)[N:3]=2)[C:18]2[CH:19]=[CH:20][CH:21]=[C:22]([O:23][CH3:24])[C:17]=2[N:16]=1. The yield is 0.930. (8) The reactants are [F:1][CH:2]([F:40])[C:3]1[CH:12]=[C:11]2[C:6]([CH2:7][CH2:8][CH2:9][N:10]2[C:13]2[C:17]3[CH2:18][N:19]([C:22](=[O:24])[CH3:23])[CH2:20][CH2:21][C:16]=3[N:15]([CH:25]3[CH2:30][CH2:29][O:28][CH2:27][CH2:26]3)[N:14]=2)=[CH:5][C:4]=1B1OC(C)(C)C(C)(C)O1.Br[C:42]1[CH:46]=[CH:45][N:44]([CH3:47])[N:43]=1.C([O-])([O-])=O.[Na+].[Na+].C1(P(C2CCCCC2)C2C=CC=CC=2C2C(C(C)C)=CC(C(C)C)=CC=2C(C)C)CCCCC1. The catalyst is C1COCC1.O.CC(C1C=C(C(C)C)C(C2C=CC=C(P(C3CCCCC3)C3CCCCC3)C=2)=C(C(C)C)C=1)C.C1C=[C-]C(C2C(N)=CC=CC=2)=CC=1.Cl[Pd+]. The product is [F:1][CH:2]([F:40])[C:3]1[CH:12]=[C:11]2[C:6]([CH2:7][CH2:8][CH2:9][N:10]2[C:13]2[C:17]3[CH2:18][N:19]([C:22](=[O:24])[CH3:23])[CH2:20][CH2:21][C:16]=3[N:15]([CH:25]3[CH2:26][CH2:27][O:28][CH2:29][CH2:30]3)[N:14]=2)=[CH:5][C:4]=1[C:42]1[CH:46]=[CH:45][N:44]([CH3:47])[N:43]=1. The yield is 0.0700. (9) The reactants are [N:1]1[CH:2]=[CH:3][N:4]2[C:9]=1[CH:8]=[CH:7][C:6]([C:10]1[CH:11]=[C:12]([C:16](=[O:18])[CH3:17])[CH:13]=[CH:14][CH:15]=1)=[N:5]2.[CH3:19][CH:20]([CH3:23])[CH2:21]O.C1(P(C2C=CC=CC=2)C2C=CC=CC=2)C=CC=CC=1.[OH-].[K+]. The catalyst is CCOC(C)=O.C1CC=CCCC=C1.C1CC=CCCC=C1.[Cl-].[Cl-].[Ir].[Ir]. The product is [N:1]1[CH:2]=[CH:3][N:4]2[C:9]=1[CH:8]=[CH:7][C:6]([C:10]1[CH:11]=[C:12]([C:16](=[O:18])[CH2:17][CH2:19][CH:20]([CH3:23])[CH3:21])[CH:13]=[CH:14][CH:15]=1)=[N:5]2. The yield is 0.670. (10) The reactants are [CH3:1][CH:2]([CH3:14])[CH:3](O)[CH2:4][CH2:5][NH:6][C:7]1[CH:12]=[CH:11][CH:10]=[CH:9][CH:8]=1.[OH-].[Na+]. The catalyst is OS(O)(=O)=O. The product is [CH3:1][C:2]1([CH3:14])[CH2:3][CH2:4][CH2:5][NH:6][C:7]2[CH:12]=[CH:11][CH:10]=[CH:9][C:8]1=2. The yield is 0.0800.